Task: Predict the reactants needed to synthesize the given product.. Dataset: Retrosynthesis with 50K atom-mapped reactions and 10 reaction types from USPTO (1) Given the product CN(C)CCc1cn(C(=O)OC(C)(C)C)c2ccc(OCc3ccccc3)cc12, predict the reactants needed to synthesize it. The reactants are: CC(C)(C)OC(=O)OC(=O)OC(C)(C)C.CN(C)CCc1c[nH]c2ccc(OCc3ccccc3)cc12. (2) Given the product N#Cc1cc(-c2ccc(Cl)cc2)c(-c2ccc(Cl)cc2Cl)nc1OCCNC(=O)c1ccccc1, predict the reactants needed to synthesize it. The reactants are: N#Cc1cc(-c2ccc(Cl)cc2)c(-c2ccc(Cl)cc2Cl)nc1OCCN.O=C(Cl)c1ccccc1.